From a dataset of Full USPTO retrosynthesis dataset with 1.9M reactions from patents (1976-2016). Predict the reactants needed to synthesize the given product. Given the product [C:7]([C:9]1([C:22]2[CH:27]=[CH:26][C:25]([Cl:28])=[C:24]([Cl:29])[CH:23]=2)[CH2:10][CH:11]([C:12]([O:14][CH3:15])=[O:13])[C:18](=[O:20])[CH2:17][CH2:16]1)#[N:8], predict the reactants needed to synthesize it. The reactants are: CC(C)([O-])C.[K+].[C:7]([C:9]([C:22]1[CH:27]=[CH:26][C:25]([Cl:28])=[C:24]([Cl:29])[CH:23]=1)([CH2:16][CH2:17][C:18]([O:20]C)=O)[CH2:10][CH2:11][C:12]([O:14][CH3:15])=[O:13])#[N:8].CCOC(C)=O.CCCCCCC.